This data is from Peptide-MHC class II binding affinity with 134,281 pairs from IEDB. The task is: Regression. Given a peptide amino acid sequence and an MHC pseudo amino acid sequence, predict their binding affinity value. This is MHC class II binding data. The peptide sequence is MTSLALVGAALHPFA. The MHC is HLA-DQA10201-DQB10301 with pseudo-sequence HLA-DQA10201-DQB10301. The binding affinity (normalized) is 0.820.